Dataset: Reaction yield outcomes from USPTO patents with 853,638 reactions. Task: Predict the reaction yield, written as a fraction of the theoretical maximum amount of product (1.0 means a 100% yield; for example, 0.34 means a 34% yield). (1) The reactants are [C:1]([O:5][C:6]([N:8]1[CH2:12][CH2:11][C@H:10]([NH:13][C:14]2[CH:19]=[CH:18][C:17]([NH:20][C:21]([C:23]3[N:24]=[C:25]([C:32]4[CH:37]=[CH:36][CH:35]=[CH:34][C:33]=4[O:38][C:39]([F:42])([F:41])[F:40])[O:26][C:27]=3[C:28]([F:31])([F:30])[F:29])=[O:22])=[CH:16][N:15]=2)[CH2:9]1)=[O:7])(C)(C)[CH3:2].FC(F)(F)C(O)=O.ClC(OCC)=O.C(N(CC)CC)C. No catalyst specified. The product is [CH2:1]([O:5][C:6]([N:8]1[CH2:12][CH2:11][C@H:10]([NH:13][C:14]2[CH:19]=[CH:18][C:17]([NH:20][C:21]([C:23]3[N:24]=[C:25]([C:32]4[CH:37]=[CH:36][CH:35]=[CH:34][C:33]=4[O:38][C:39]([F:42])([F:41])[F:40])[O:26][C:27]=3[C:28]([F:29])([F:30])[F:31])=[O:22])=[CH:16][N:15]=2)[CH2:9]1)=[O:7])[CH3:2]. The yield is 0.427. (2) The reactants are [CH3:1][O:2][C:3]1[CH:20]=[CH:19][C:6]2[N:7]=[C:8]([C:10]3[CH:15]=[CH:14][CH:13]=[C:12]([O:16][CH3:17])[C:11]=3Br)[S:9][C:5]=2[CH:4]=1.[C:21](=O)([O-])[O-].[K+].[K+].CB(O)O. The catalyst is C1(C)C=CC=CC=1.C(OC(=O)C)C.C1C=CC([P]([Pd]([P](C2C=CC=CC=2)(C2C=CC=CC=2)C2C=CC=CC=2)([P](C2C=CC=CC=2)(C2C=CC=CC=2)C2C=CC=CC=2)[P](C2C=CC=CC=2)(C2C=CC=CC=2)C2C=CC=CC=2)(C2C=CC=CC=2)C2C=CC=CC=2)=CC=1. The product is [CH3:1][O:2][C:3]1[CH:20]=[CH:19][C:6]2[N:7]=[C:8]([C:10]3[CH:15]=[CH:14][CH:13]=[C:12]([O:16][CH3:17])[C:11]=3[CH3:21])[S:9][C:5]=2[CH:4]=1. The yield is 0.630. (3) The reactants are Br[C:2]1[CH:3]=[C:4]([C@@:9]([NH:31][S@@:32]([C:34]([CH3:37])([CH3:36])[CH3:35])=[O:33])([C:17]2[CH:22]=[C:21]([O:23][C:24]([F:29])([F:28])[CH:25]([F:27])[F:26])[CH:20]=[C:19]([F:30])[CH:18]=2)[CH2:10][C:11]2[CH:16]=[CH:15][CH:14]=[CH:13][CH:12]=2)[CH:5]=[CH:6][C:7]=1[F:8].[CH2:38]=[CH:39][C:40]1[CH:45]=[CH:44][CH:43]=[CH:42][CH:41]=1.C([O-])([O-])=O.[K+].[K+]. The catalyst is CN(C=O)C.[N+](CCCC)(CCCC)(CCCC)CCCC.[Br-].CC([O-])=O.CC([O-])=O.[Pd+2].C1C=CC(P(C2C=CC=CC=2)C2C=CC=CC=2)=CC=1. The product is [F:8][C:7]1[CH:6]=[CH:5][C:4]([C@@:9]([NH:31][S@@:32]([C:34]([CH3:37])([CH3:36])[CH3:35])=[O:33])([C:17]2[CH:22]=[C:21]([O:23][C:24]([F:29])([F:28])[CH:25]([F:27])[F:26])[CH:20]=[C:19]([F:30])[CH:18]=2)[CH2:10][C:11]2[CH:16]=[CH:15][CH:14]=[CH:13][CH:12]=2)=[CH:3][C:2]=1[CH:38]=[CH:39][C:40]1[CH:45]=[CH:44][CH:43]=[CH:42][CH:41]=1. The yield is 0.230.